This data is from Catalyst prediction with 721,799 reactions and 888 catalyst types from USPTO. The task is: Predict which catalyst facilitates the given reaction. (1) Reactant: Br[C:2]1[CH:7]=[CH:6][C:5]([O:8][C:9]2[CH:14]=[CH:13][C:12]([Cl:15])=[CH:11][CH:10]=2)=[CH:4][C:3]=1[C:16]([F:19])([F:18])[F:17].[Cl-].[Li+].C([Mg]Cl)(C)C.[C:27](Cl)(=[O:29])[CH3:28]. Product: [Cl:15][C:12]1[CH:13]=[CH:14][C:9]([O:8][C:5]2[CH:6]=[CH:7][C:2]([C:27](=[O:29])[CH3:28])=[C:3]([C:16]([F:19])([F:18])[F:17])[CH:4]=2)=[CH:10][CH:11]=1. The catalyst class is: 1. (2) Reactant: CS(O[CH2:6][CH2:7][C:8]1[CH:13]=[CH:12][C:11]([NH:14][C:15]2[N:24]=[CH:23][C:22]3[CH2:21][C@@H:20]([C:25]4[CH:30]=[CH:29][C:28]([Cl:31])=[CH:27][CH:26]=4)[C:19]4[CH:32]=[CH:33][CH:34]=[CH:35][C:18]=4[C:17]=3[N:16]=2)=[CH:10][CH:9]=1)(=O)=O.[NH:36]1[CH2:41][CH2:40][CH2:39][CH2:38][CH2:37]1. Product: [ClH:31].[Cl:31][C:28]1[CH:27]=[CH:26][C:25]([C@H:20]2[C:19]3[CH:32]=[CH:33][CH:34]=[CH:35][C:18]=3[C:17]3[N:16]=[C:15]([NH:14][C:11]4[CH:12]=[CH:13][C:8]([CH2:7][CH2:6][N:36]5[CH2:41][CH2:40][CH2:39][CH2:38][CH2:37]5)=[CH:9][CH:10]=4)[N:24]=[CH:23][C:22]=3[CH2:21]2)=[CH:30][CH:29]=1. The catalyst class is: 66. (3) Product: [C:14]([C:4]1[CH:3]=[C:2]([NH2:1])[N:6]([C:7]2[CH:12]=[CH:11][C:10]([O:13][CH2:26][CH2:25][N:22]3[CH2:23][CH2:24][N:19]([CH3:18])[CH2:20][CH2:21]3)=[CH:9][CH:8]=2)[N:5]=1)([CH3:17])([CH3:16])[CH3:15]. The catalyst class is: 165. Reactant: [NH2:1][C:2]1[N:6]([C:7]2[CH:12]=[CH:11][C:10]([OH:13])=[CH:9][CH:8]=2)[N:5]=[C:4]([C:14]([CH3:17])([CH3:16])[CH3:15])[CH:3]=1.[CH3:18][N:19]1[CH2:24][CH2:23][N:22]([CH2:25][CH2:26]O)[CH2:21][CH2:20]1.C1(P(C2C=CC=CC=2)C2C=CC=CC=2)C=CC=CC=1.N(C(OC(C)C)=O)=NC(OC(C)C)=O. (4) Reactant: Br[C:2]1[CH:3]=[C:4]2[C:11]3([O:15][N:14]([CH3:16])[C:13]([NH2:17])=[N:12]3)[CH2:10][CH2:9][O:8][C:5]2=[CH:6][CH:7]=1.[C:18]([C:20]1[CH:21]=[C:22](B(O)O)[CH:23]=[CH:24][CH:25]=1)#[N:19]. Product: [NH2:17][C:13]1[N:14]([CH3:16])[O:15][C:11]2([C:4]3[C:5](=[CH:6][CH:7]=[C:2]([C:24]4[CH:25]=[C:20]([CH:21]=[CH:22][CH:23]=4)[C:18]#[N:19])[CH:3]=3)[O:8][CH2:9][CH2:10]2)[N:12]=1. The catalyst class is: 806. (5) Reactant: [NH2:1][C:2]1[CH:7]=[CH:6][C:5]([C:8]([N:10]2[CH2:14][CH2:13][C@H:12]([NH:15][C:16]3[N:21]=[C:20]([C:22]4[C:30]5[C:25](=[CH:26][CH:27]=[CH:28][CH:29]=5)[N:24](S(C5C=CC=CC=5)(=O)=O)[CH:23]=4)[C:19]([Cl:40])=[CH:18][N:17]=3)[CH2:11]2)=[O:9])=[CH:4][CH:3]=1.C(O)(C(F)(F)F)=O.[OH-].[Na+]. Product: [NH2:1][C:2]1[CH:7]=[CH:6][C:5]([C:8]([N:10]2[CH2:14][CH2:13][C@H:12]([NH:15][C:16]3[N:21]=[C:20]([C:22]4[C:30]5[C:25](=[CH:26][CH:27]=[CH:28][CH:29]=5)[NH:24][CH:23]=4)[C:19]([Cl:40])=[CH:18][N:17]=3)[CH2:11]2)=[O:9])=[CH:4][CH:3]=1. The catalyst class is: 12.